Task: Predict the product of the given reaction.. Dataset: Forward reaction prediction with 1.9M reactions from USPTO patents (1976-2016) (1) Given the reactants [CH3:1][C@H:2]1[NH:7][C@@H:6]([CH3:8])[CH2:5][N:4]([C:9]([C:11]2[CH:16]=[CH:15][C:14]([N+:17]([O-])=O)=[C:13]([N+:20]([O-])=O)[CH:12]=2)=[O:10])[CH2:3]1, predict the reaction product. The product is: [NH2:20][C:13]1[CH:12]=[C:11]([C:9]([N:4]2[CH2:5][C@H:6]([CH3:8])[NH:7][C@H:2]([CH3:1])[CH2:3]2)=[O:10])[CH:16]=[CH:15][C:14]=1[NH2:17]. (2) Given the reactants O[CH:2]=[C:3]1[C:11](=O)[C:10]2[N:9]([CH3:13])[N:8]=[C:7]([C:14]([O:16][CH2:17][CH3:18])=[O:15])[C:6]=2[CH2:5][C:4]1([CH3:20])[CH3:19].[Cl:21][C:22]1[CH:23]=[C:24]([NH:35][C:36]([NH2:38])=[NH:37])[CH:25]=[CH:26][C:27]=1[N:28]1[CH2:33][CH2:32][N:31]([CH3:34])[CH2:30][CH2:29]1, predict the reaction product. The product is: [Cl:21][C:22]1[CH:23]=[C:24]([NH:35][C:36]2[N:38]=[CH:2][C:3]3[C:4]([CH3:20])([CH3:19])[CH2:5][C:6]4[C:7]([C:14]([O:16][CH2:17][CH3:18])=[O:15])=[N:8][N:9]([CH3:13])[C:10]=4[C:11]=3[N:37]=2)[CH:25]=[CH:26][C:27]=1[N:28]1[CH2:33][CH2:32][N:31]([CH3:34])[CH2:30][CH2:29]1. (3) Given the reactants Br[C:2]1[CH:3]=[C:4]([C@:8]2([CH3:23])[CH2:13][C@@H:12]([CH3:14])[S:11][C:10]([NH:15][C:16](=[O:22])[O:17][C:18]([CH3:21])([CH3:20])[CH3:19])=[N:9]2)[CH:5]=[CH:6][CH:7]=1.C(O)C.[N:27]1[CH:32]=[C:31](B(O)O)[CH:30]=[N:29][CH:28]=1.C(=O)([O-])[O-].[Cs+].[Cs+], predict the reaction product. The product is: [C:18]([O:17][C:16](=[O:22])[NH:15][C:10]1[S:11][C@H:12]([CH3:14])[CH2:13][C@@:8]([CH3:23])([C:4]2[CH:5]=[CH:6][CH:7]=[C:2]([C:31]3[CH:32]=[N:27][CH:28]=[N:29][CH:30]=3)[CH:3]=2)[N:9]=1)([CH3:21])([CH3:20])[CH3:19]. (4) Given the reactants C(OC([N:8]1[CH2:13][CH2:12][C:11](=[CH:14][C:15]2[CH:20]=[CH:19][CH:18]=[C:17]([O:21][C:22]3[CH:27]=[C:26]([CH3:28])[CH:25]=[CH:24][N:23]=3)[CH:16]=2)[CH2:10][CH2:9]1)=O)(C)(C)C.[ClH:29].O1CCOCC1, predict the reaction product. The product is: [ClH:29].[CH3:28][C:26]1[CH:25]=[CH:24][N:23]=[C:22]([O:21][C:17]2[CH:18]=[CH:19][CH:20]=[C:15]([CH:14]=[C:11]3[CH2:12][CH2:13][NH:8][CH2:9][CH2:10]3)[CH:16]=2)[CH:27]=1.